From a dataset of Reaction yield outcomes from USPTO patents with 853,638 reactions. Predict the reaction yield, written as a fraction of the theoretical maximum amount of product (1.0 means a 100% yield; for example, 0.34 means a 34% yield). (1) The reactants are CC1[N:3]([C:8]2[CH:9]=[C:10]([N:18]3[CH2:23][CH2:22][N:21]([CH3:24])[CH2:20][CH2:19]3)[CH:11]=[C:12]([C:14]([F:17])([F:16])[F:15])[CH:13]=2)C(C)=CC=1.[OH-].[K+].Cl.NO. The catalyst is CCO.O. The product is [CH3:24][N:21]1[CH2:20][CH2:19][N:18]([C:10]2[CH:9]=[C:8]([CH:13]=[C:12]([C:14]([F:17])([F:15])[F:16])[CH:11]=2)[NH2:3])[CH2:23][CH2:22]1. The yield is 0.730. (2) The reactants are [NH2:1][C:2]1[CH:3]=[C:4]([B:8]2[O:16][C:13]([CH3:15])([CH3:14])[C:10]([CH3:12])([CH3:11])[O:9]2)[CH:5]=[CH:6][CH:7]=1.[CH3:17][S:18](Cl)(=[O:20])=[O:19]. No catalyst specified. The product is [CH3:12][C:10]1([CH3:11])[C:13]([CH3:15])([CH3:14])[O:16][B:8]([C:4]2[CH:3]=[C:2]([NH:1][S:18]([CH3:17])(=[O:20])=[O:19])[CH:7]=[CH:6][CH:5]=2)[O:9]1. The yield is 0.790. (3) The yield is 1.00. The reactants are [F:1][CH:2]([F:13])[O:3][C:4]1[CH:11]=[CH:10][C:7]([CH:8]=[O:9])=[CH:6][C:5]=1[OH:12].C(=O)([O-])[O-].[K+].[K+].BrC[CH2:22][CH:23]1[CH2:25][CH2:24]1. The catalyst is CN(C)C=O. The product is [CH:23]1([CH2:22][O:12][C:5]2[CH:6]=[C:7]([CH:10]=[CH:11][C:4]=2[O:3][CH:2]([F:13])[F:1])[CH:8]=[O:9])[CH2:25][CH2:24]1. (4) The reactants are [O:1]=[C:2]1[C:10]2[C:5](=[CH:6][CH:7]=[CH:8][CH:9]=2)[C:4](=[O:11])[N:3]1[CH2:12][C:13]1[C:14]([C:19]#[N:20])=[N:15][CH:16]=[CH:17][CH:18]=1.Cl. The catalyst is [Pd].CO. The product is [NH2:20][CH2:19][C:14]1[C:13]([CH2:12][N:3]2[C:2](=[O:1])[C:10]3[C:5](=[CH:6][CH:7]=[CH:8][CH:9]=3)[C:4]2=[O:11])=[CH:18][CH:17]=[CH:16][N:15]=1. The yield is 1.00. (5) The reactants are [C:1]([O:5][CH:6]([C:11]1[N:16]([CH3:17])[C:15](=[O:18])[C:14]2[N:19]([CH2:22][C:23]#[CH:24])[CH:20]=[CH:21][C:13]=2[C:12]=1[C:25]1[CH:30]=[CH:29][C:28]([Cl:31])=[CH:27][CH:26]=1)[C:7]([O:9]C)=[O:8])([CH3:4])([CH3:3])[CH3:2].C([O:35][CH2:36][CH2:37][N:38]=[N+:39]=[N-:40])(=O)C.[Li+].[OH-].Cl. The catalyst is C(O)C.O.CO.O1CCCC1.O.O.O.O.O.S([O-])([O-])(=O)=O.[Cu+2].O=C1O[C@H]([C@H](CO)O)C(O)=C1O. The product is [C:1]([O:5][CH:6]([C:11]1[N:16]([CH3:17])[C:15](=[O:18])[C:14]2[N:19]([CH2:22][C:23]3[N:40]=[N:39][N:38]([CH2:37][CH2:36][OH:35])[CH:24]=3)[CH:20]=[CH:21][C:13]=2[C:12]=1[C:25]1[CH:26]=[CH:27][C:28]([Cl:31])=[CH:29][CH:30]=1)[C:7]([OH:9])=[O:8])([CH3:4])([CH3:2])[CH3:3]. The yield is 0.0700. (6) The reactants are [CH3:1][O:2][C:3]1[N:8]=[CH:7][C:6]([C:9]2[O:13][C:12]([CH3:14])=[C:11]([CH:15]([NH:20][C:21]3[CH:26]=[CH:25][C:24]([C:27]([N:29]([CH3:37])[CH2:30][CH2:31][C:32]([O:34]CC)=[O:33])=[O:28])=[CH:23][CH:22]=3)[CH2:16][CH:17]([CH3:19])[CH3:18])[CH:10]=2)=[CH:5][CH:4]=1.O1CCCC1.[OH-].[Li+]. The catalyst is C(O)C. The product is [CH3:1][O:2][C:3]1[N:8]=[CH:7][C:6]([C:9]2[O:13][C:12]([CH3:14])=[C:11]([CH:15]([NH:20][C:21]3[CH:22]=[CH:23][C:24]([C:27]([N:29]([CH3:37])[CH2:30][CH2:31][C:32]([OH:34])=[O:33])=[O:28])=[CH:25][CH:26]=3)[CH2:16][CH:17]([CH3:19])[CH3:18])[CH:10]=2)=[CH:5][CH:4]=1. The yield is 0.250.